Dataset: Peptide-MHC class I binding affinity with 185,985 pairs from IEDB/IMGT. Task: Regression. Given a peptide amino acid sequence and an MHC pseudo amino acid sequence, predict their binding affinity value. This is MHC class I binding data. (1) The peptide sequence is MFWKLPPWL. The MHC is HLA-B18:01 with pseudo-sequence HLA-B18:01. The binding affinity (normalized) is 0.0847. (2) The peptide sequence is KTMAVTYEL. The MHC is HLA-B15:03 with pseudo-sequence HLA-B15:03. The binding affinity (normalized) is 0.672. (3) The peptide sequence is PLILAYFPVFRFL. The MHC is HLA-B15:01 with pseudo-sequence HLA-B15:01. The binding affinity (normalized) is 0.